This data is from Catalyst prediction with 721,799 reactions and 888 catalyst types from USPTO. The task is: Predict which catalyst facilitates the given reaction. Reactant: [C:1]([O:5][C@@H:6]([C:12]1[C:41]([CH3:42])=[N:40][C:39]2=[CH:43][C:36]3=[N:37][N:38]2[C:13]=1[N:14]1[CH2:46][CH2:45][C:17]([CH3:47])([O:18][CH2:19][CH:20]=[CH:21][CH2:22][CH2:23][O:24][C:25]2[CH:26]=[CH:27][CH:28]=[CH:29][C:30]=2[CH2:31][C:32]2[S:44][C:35]3=[N:34][CH:33]=2)[CH2:16][CH2:15]1)[C:7]([O:9]CC)=[O:8])([CH3:4])([CH3:3])[CH3:2].[OH-].[Na+]. Product: [C:1]([O:5][C@@H:6]([C:12]1[C:41]([CH3:42])=[N:40][C:39]2=[CH:43][C:36]3=[N:37][N:38]2[C:13]=1[N:14]1[CH2:15][CH2:16][C:17]([CH3:47])([O:18][CH2:19][CH:20]=[CH:21][CH2:22][CH2:23][O:24][C:25]2[CH:26]=[CH:27][CH:28]=[CH:29][C:30]=2[CH2:31][C:32]2[S:44][C:35]3=[N:34][CH:33]=2)[CH2:45][CH2:46]1)[C:7]([OH:9])=[O:8])([CH3:4])([CH3:2])[CH3:3]. The catalyst class is: 5.